This data is from Forward reaction prediction with 1.9M reactions from USPTO patents (1976-2016). The task is: Predict the product of the given reaction. (1) Given the reactants [OH:1][C:2]1[CH:7]=[CH:6][C:5]([CH:8]2[CH2:13][CH2:12][C:11](=[O:14])[CH2:10][CH2:9]2)=[CH:4][CH:3]=1.[OH-].[Na+].[Br:17][CH2:18][CH2:19]Br, predict the reaction product. The product is: [Br:17][CH2:18][CH2:19][O:1][C:2]1[CH:3]=[CH:4][C:5]([CH:8]2[CH2:9][CH2:10][C:11](=[O:14])[CH2:12][CH2:13]2)=[CH:6][CH:7]=1. (2) The product is: [CH2:1]([N:8]1[C:12]([C@H:13]([NH2:18])[C:14]([CH3:17])([CH3:16])[CH3:15])=[N:11][C:10]([C:26]2[CH:31]=[C:30]([F:32])[CH:29]=[CH:28][C:27]=2[F:33])=[N:9]1)[C:2]1[CH:7]=[CH:6][CH:5]=[CH:4][CH:3]=1. Given the reactants [CH2:1]([N:8]1[C:12]([C@H:13]([NH:18]C(=O)OC(C)(C)C)[C:14]([CH3:17])([CH3:16])[CH3:15])=[N:11][C:10]([C:26]2[CH:31]=[C:30]([F:32])[CH:29]=[CH:28][C:27]=2[F:33])=[N:9]1)[C:2]1[CH:7]=[CH:6][CH:5]=[CH:4][CH:3]=1.C(O)(C(F)(F)F)=O, predict the reaction product. (3) Given the reactants [Br:1][C:2]1[CH:3]=[CH:4][C:5]([CH2:20][CH3:21])=[C:6]([CH:8]2[C:16](=[O:17])[CH:15]3[CH:10]([CH:11]4[O:18][CH:14]3[CH:13]=[CH:12]4)[C:9]2=[O:19])[CH:7]=1, predict the reaction product. The product is: [Br:1][C:2]1[CH:3]=[CH:4][C:5]([CH2:20][CH3:21])=[C:6]([CH:8]2[C:9](=[O:19])[CH:10]3[CH:15]([CH:14]4[O:18][CH:11]3[CH2:12][CH2:13]4)[C:16]2=[O:17])[CH:7]=1. (4) Given the reactants [NH2:1][C:2]1[N:27]=[C:5]2[CH:6]=[CH:7][C:8]([C:10]3[CH:15]=[CH:14][C:13]([NH:16][C:17](=[O:26])[CH2:18][C:19]4[CH:24]=[CH:23][C:22]([F:25])=[CH:21][CH:20]=4)=[CH:12][CH:11]=3)=[CH:9][N:4]2[N:3]=1.[CH2:28]([N:30]([CH2:46][CH3:47])[C:31](=[O:45])[C:32]1[CH:37]=[CH:36][C:35](I)=[C:34]([O:39][CH2:40][C:41]([F:44])([F:43])[F:42])[CH:33]=1)[CH3:29].CC(C1C=C(C(C)C)C(C2C=CC=CC=2P(C2CCCCC2)C2CCCCC2)=C(C(C)C)C=1)C.CC(C)([O-])C.[Na+], predict the reaction product. The product is: [CH2:46]([N:30]([CH2:28][CH3:29])[C:31](=[O:45])[C:32]1[CH:37]=[CH:36][C:35]([NH:1][C:2]2[N:27]=[C:5]3[CH:6]=[CH:7][C:8]([C:10]4[CH:11]=[CH:12][C:13]([NH:16][C:17](=[O:26])[CH2:18][C:19]5[CH:24]=[CH:23][C:22]([F:25])=[CH:21][CH:20]=5)=[CH:14][CH:15]=4)=[CH:9][N:4]3[N:3]=2)=[C:34]([O:39][CH2:40][C:41]([F:43])([F:42])[F:44])[CH:33]=1)[CH3:47]. (5) The product is: [CH3:1][O:2][C:3]1[CH:4]=[CH:5][C:6]2[C:12](=[O:13])[C:11]([C:14]3[CH:15]=[CH:16][C:17]([O:20][CH3:21])=[CH:18][CH:19]=3)([CH2:25][CH:23]=[CH2:24])[CH2:10][CH2:9][CH2:8][C:7]=2[CH:22]=1. Given the reactants [CH3:1][O:2][C:3]1[CH:4]=[CH:5][C:6]2[C:12](=[O:13])[CH:11]([C:14]3[CH:19]=[CH:18][C:17]([O:20][CH3:21])=[CH:16][CH:15]=3)[CH2:10][CH2:9][CH2:8][C:7]=2[CH:22]=1.[C:23](O)(C)([CH3:25])[CH3:24], predict the reaction product.